Dataset: Catalyst prediction with 721,799 reactions and 888 catalyst types from USPTO. Task: Predict which catalyst facilitates the given reaction. Reactant: [Cl:1][C:2]1[C:7]([NH:8][NH:9]C(OC(C)(C)C)=O)=[C:6]([F:17])[C:5]([CH2:18][NH:19][C:20](=[O:25])[C:21]([CH3:24])([CH3:23])[CH3:22])=[CH:4][CH:3]=1.[F:26][C:27]1[CH:37]=[C:36]([C:38]([F:41])([F:40])[F:39])[CH:35]=[CH:34][C:28]=1[C:29]([N:31]=[C:32]=[O:33])=O.C(O)(C(F)(F)F)=O. Product: [Cl:1][C:2]1[CH:3]=[CH:4][C:5]([CH2:18][NH:19][C:20](=[O:25])[C:21]([CH3:24])([CH3:22])[CH3:23])=[C:6]([F:17])[C:7]=1[N:8]1[C:32](=[O:33])[NH:31][C:29]([C:28]2[CH:34]=[CH:35][C:36]([C:38]([F:41])([F:40])[F:39])=[CH:37][C:27]=2[F:26])=[N:9]1. The catalyst class is: 2.